This data is from Reaction yield outcomes from USPTO patents with 853,638 reactions. The task is: Predict the reaction yield, written as a fraction of the theoretical maximum amount of product (1.0 means a 100% yield; for example, 0.34 means a 34% yield). (1) The reactants are [OH-].[Li+].[CH3:3][C:4]1[C:13]2[C:8](=[CH:9][C:10]([CH3:14])=[CH:11][CH:12]=2)[C:7]([N:15]2[CH:19]=[N:18][N:17]=[C:16]2[S:20][CH2:21][C:22]([O:24]CC)=[O:23])=[CH:6][CH:5]=1. The catalyst is C1COCC1.C(O)C.O. The product is [CH3:3][C:4]1[C:13]2[C:8](=[CH:9][C:10]([CH3:14])=[CH:11][CH:12]=2)[C:7]([N:15]2[CH:19]=[N:18][N:17]=[C:16]2[S:20][CH2:21][C:22]([OH:24])=[O:23])=[CH:6][CH:5]=1. The yield is 0.940. (2) The reactants are [OH:1][C:2]1[NH:6][N:5]=[C:4]([C:7]([O:9][CH2:10][CH3:11])=[O:8])[CH:3]=1.C(=O)([O-])[O-].[K+].[K+].Br[CH:19]1[C:24](=[O:25])[CH2:23][CH2:22][O:21][CH2:20]1. The catalyst is C(#N)C. The product is [CH2:10]([O:9][C:7]([C:4]1[CH:3]=[C:2]([O:1][CH:19]2[C:24](=[O:25])[CH2:23][CH2:22][O:21][CH2:20]2)[NH:6][N:5]=1)=[O:8])[CH3:11]. The yield is 0.780. (3) The reactants are [O:1]1[CH2:6][CH2:5][CH2:4][CH2:3][CH:2]1[N:7]1[C:15]2[C:10](=[CH:11][C:12]([C:16]3[N:20]=[CH:19][N:18]([C:21]([C:34]4[CH:39]=[CH:38][CH:37]=[CH:36][CH:35]=4)([C:28]4[CH:33]=[CH:32][CH:31]=[CH:30][CH:29]=4)[C:22]4[CH:27]=[CH:26][CH:25]=[CH:24][CH:23]=4)[N:17]=3)=[CH:13][CH:14]=2)[C:9]([C:40]2[CH:41]=[C:42]([CH:47]=[CH:48][CH:49]=2)[C:43](OC)=[O:44])=[N:8]1.O.[OH-].[Li+].[NH2:53][C@H:54]1[C:62]2[C:57](=[CH:58][CH:59]=[CH:60][CH:61]=2)[CH2:56][CH2:55]1.O.ON1C2C=CC=CC=2N=N1.Cl.CN(C)CCCN=C=NCC. The catalyst is O1CCCC1.O1CCCC1.O. The product is [C@H:54]1([NH:53][C:43]([C:42]2[CH:47]=[CH:48][CH:49]=[C:40]([C:9]3[C:10]4[C:15](=[CH:14][CH:13]=[C:12]([C:16]5[N:20]=[CH:19][N:18]([C:21]([C:28]6[CH:29]=[CH:30][CH:31]=[CH:32][CH:33]=6)([C:34]6[CH:39]=[CH:38][CH:37]=[CH:36][CH:35]=6)[C:22]6[CH:27]=[CH:26][CH:25]=[CH:24][CH:23]=6)[N:17]=5)[CH:11]=4)[N:7]([CH:2]4[CH2:3][CH2:4][CH2:5][CH2:6][O:1]4)[N:8]=3)[CH:41]=2)=[O:44])[C:62]2[C:57](=[CH:58][CH:59]=[CH:60][CH:61]=2)[CH2:56][CH2:55]1. The yield is 0.630. (4) The reactants are [Cl-].O[NH3+:3].[C:4](=[O:7])([O-])[OH:5].[Na+].CS(C)=O.[C:13]([O:17][C:18]1[CH:23]=[CH:22][C:21]([C:24]2[C:29](=[O:30])[N:28]([CH2:31][C:32]3[CH:37]=[CH:36][C:35]([C:38]4[C:39]([C:44]#[N:45])=[CH:40][CH:41]=[CH:42][CH:43]=4)=[CH:34][C:33]=3[F:46])[C:27]([CH2:47][CH2:48][CH3:49])=[N:26][C:25]=2[CH3:50])=[CH:20][CH:19]=1)([CH3:16])([CH3:15])[CH3:14]. The catalyst is C(OCC)(=O)C. The product is [C:13]([O:17][C:18]1[CH:19]=[CH:20][C:21]([C:24]2[C:29](=[O:30])[N:28]([CH2:31][C:32]3[CH:37]=[CH:36][C:35]([C:38]4[CH:43]=[CH:42][CH:41]=[CH:40][C:39]=4[C:44]4[NH:3][C:4](=[O:7])[O:5][N:45]=4)=[CH:34][C:33]=3[F:46])[C:27]([CH2:47][CH2:48][CH3:49])=[N:26][C:25]=2[CH3:50])=[CH:22][CH:23]=1)([CH3:16])([CH3:15])[CH3:14]. The yield is 0.770.